From a dataset of Forward reaction prediction with 1.9M reactions from USPTO patents (1976-2016). Predict the product of the given reaction. (1) Given the reactants [C:1]([O:5][C:6]([NH:8][C@H:9]1[CH2:14][CH2:13][CH2:12][CH2:11][C@H:10]1[NH:15][C:16]1[N:21]=[C:20](Cl)[C:19]2[C:23](=[O:33])[N:24]([C:26]([O:28][C:29]([CH3:32])([CH3:31])[CH3:30])=[O:27])[CH2:25][C:18]=2[C:17]=1[F:34])=[O:7])([CH3:4])([CH3:3])[CH3:2].C([Sn](CCCC)(CCCC)[C:40]1[S:48][C:43]2=[N:44][CH:45]=[CH:46][CH:47]=[C:42]2[CH:41]=1)CCC, predict the reaction product. The product is: [C:1]([O:5][C:6]([NH:8][C@H:9]1[CH2:14][CH2:13][CH2:12][CH2:11][C@H:10]1[NH:15][C:16]1[N:21]=[C:20]([C:40]2[S:48][C:43]3=[N:44][CH:45]=[CH:46][CH:47]=[C:42]3[CH:41]=2)[C:19]2[C:23](=[O:33])[N:24]([C:26]([O:28][C:29]([CH3:32])([CH3:31])[CH3:30])=[O:27])[CH2:25][C:18]=2[C:17]=1[F:34])=[O:7])([CH3:4])([CH3:3])[CH3:2]. (2) Given the reactants [NH2:1][C:2]1[C:3]([CH3:18])=[N:4][N:5]([CH2:8][CH2:9][NH:10][C:11](=[O:17])[O:12][C:13]([CH3:16])([CH3:15])[CH3:14])[C:6]=1[CH3:7].[CH3:19][O-].[Na+].C=O.[BH4-].[Na+].[OH-].[Na+].[Na+].[Cl-], predict the reaction product. The product is: [CH3:18][C:3]1[C:2]([NH:1][CH3:19])=[C:6]([CH3:7])[N:5]([CH2:8][CH2:9][NH:10][C:11](=[O:17])[O:12][C:13]([CH3:14])([CH3:15])[CH3:16])[N:4]=1. (3) Given the reactants [Br:1][C:2]1[CH:13]=[CH:12][C:5]([CH2:6][N:7]([CH3:11])[CH2:8][CH2:9]O)=[CH:4][CH:3]=1.O=S(Cl)[Cl:16], predict the reaction product. The product is: [Br:1][C:2]1[CH:13]=[CH:12][C:5]([CH2:6][N:7]([CH3:11])[CH2:8][CH2:9][Cl:16])=[CH:4][CH:3]=1. (4) The product is: [Br:1][C:2]1[CH:10]=[CH:9][C:8]2[C:4](=[CH:5][N:6]([CH3:11])[N:7]=2)[C:3]=1[CH:12]=[O:13]. Given the reactants [Br:1][C:2]1[CH:10]=[CH:9][C:8]2[C:4](=[CH:5][N:6]([CH3:11])[N:7]=2)[C:3]=1[CH2:12][OH:13].I(C1C=CC=CC=1C(O)=O)(=O)=O, predict the reaction product.